This data is from NCI-60 drug combinations with 297,098 pairs across 59 cell lines. The task is: Regression. Given two drug SMILES strings and cell line genomic features, predict the synergy score measuring deviation from expected non-interaction effect. (1) Drug 1: C1CCC(CC1)NC(=O)N(CCCl)N=O. Cell line: SK-OV-3. Synergy scores: CSS=11.7, Synergy_ZIP=-1.33, Synergy_Bliss=2.82, Synergy_Loewe=2.10, Synergy_HSA=2.04. Drug 2: COC1=C2C(=CC3=C1OC=C3)C=CC(=O)O2. (2) Drug 1: C1=CC(=CC=C1C#N)C(C2=CC=C(C=C2)C#N)N3C=NC=N3. Drug 2: CC(C)(C#N)C1=CC(=CC(=C1)CN2C=NC=N2)C(C)(C)C#N. Cell line: BT-549. Synergy scores: CSS=3.68, Synergy_ZIP=-0.824, Synergy_Bliss=-1.19, Synergy_Loewe=0.331, Synergy_HSA=-3.82.